This data is from Reaction yield outcomes from USPTO patents with 853,638 reactions. The task is: Predict the reaction yield, written as a fraction of the theoretical maximum amount of product (1.0 means a 100% yield; for example, 0.34 means a 34% yield). (1) The reactants are CC1N=C(N2CCN(C3C=CC=CC=3)C2=O)SC=1C(OCC)=O.[Cl:24][C:25]1[CH:48]=[CH:47][C:28]([CH2:29][N:30]2[CH2:34][CH2:33][N:32]([C:35]3[S:36][C:37]([C:41]([O:43]CC)=[O:42])=[C:38]([CH3:40])[N:39]=3)[C:31]2=[O:46])=[CH:27][CH:26]=1. No catalyst specified. The product is [Cl:24][C:25]1[CH:26]=[CH:27][C:28]([CH2:29][N:30]2[CH2:34][CH2:33][N:32]([C:35]3[S:36][C:37]([C:41]([OH:43])=[O:42])=[C:38]([CH3:40])[N:39]=3)[C:31]2=[O:46])=[CH:47][CH:48]=1. The yield is 0.960. (2) The reactants are [CH3:1][C:2]1([CH3:19])[CH2:6][O:5][C:4]2[CH:7]=[C:8]([CH3:18])[C:9]([C:11]3[N:12]=[CH:13][C:14]([NH2:17])=[N:15][CH:16]=3)=[CH:10][C:3]1=2.[F:20][C:21]1[CH:29]=[CH:28][CH:27]=[C:26]([F:30])[C:22]=1[C:23](Cl)=[O:24].CCN(C(C)C)C(C)C.C([O-])(O)=O.[Na+].C(Cl)Cl. The catalyst is C(Cl)Cl. The product is [F:20][C:21]1[CH:29]=[CH:28][CH:27]=[C:26]([F:30])[C:22]=1[C:23]([NH:17][C:14]1[CH:13]=[N:12][C:11]([C:9]2[C:8]([CH3:18])=[CH:7][C:4]3[O:5][CH2:6][C:2]([CH3:19])([CH3:1])[C:3]=3[CH:10]=2)=[CH:16][N:15]=1)=[O:24]. The yield is 0.354. (3) The reactants are [CH:1](Br)([C:8]1[CH:13]=[CH:12][CH:11]=[CH:10][CH:9]=1)[C:2]1[CH:7]=[CH:6][CH:5]=[CH:4][CH:3]=1.C([O-])([O-])=O.[Cs+].[Cs+].[C:21](#[N:23])[CH3:22]. The catalyst is O. The product is [CH:1]([N:23]1[C:7]2[C:2](=[CH:3][CH:4]=[CH:5][CH:6]=2)[CH:22]=[CH:21]1)([C:8]1[CH:13]=[CH:12][CH:11]=[CH:10][CH:9]=1)[C:2]1[CH:7]=[CH:6][CH:5]=[CH:4][CH:3]=1. The yield is 0.450. (4) The reactants are [NH2:1][S:2]([C:5]1[CH:10]=[CH:9][C:8]([N:11]2[C:15]([CH2:16][C:17]#[N:18])=[N:14][C:13]([C:19]([O:21][CH2:22][CH3:23])=[O:20])=[N:12]2)=[CH:7][CH:6]=1)(=[O:4])=[O:3].Cl.CC[OH:27]. No catalyst specified. The product is [NH2:18][C:17](=[O:27])[CH2:16][C:15]1[N:11]([C:8]2[CH:9]=[CH:10][C:5]([S:2]([NH2:1])(=[O:3])=[O:4])=[CH:6][CH:7]=2)[N:12]=[C:13]([C:19]([O:21][CH2:22][CH3:23])=[O:20])[N:14]=1. The yield is 0.420. (5) The product is [CH:2]1([CH2:5][CH2:6][N:7]2[C:33](=[O:34])[CH2:32][C:31](=[O:36])[N:17]([C:20]3[CH:21]=[CH:22][C:23]([C:26]4[O:27][CH:28]=[CH:29][CH:30]=4)=[CH:24][CH:25]=3)[C:18]2=[O:19])[CH2:4][CH2:3]1. The reactants are Cl.[CH:2]1([CH2:5][CH2:6][NH2:7])[CH2:4][CH2:3]1.C(N(C(C)C)CC)(C)C.[N:17]([C:20]1[CH:25]=[CH:24][C:23]([C:26]2[O:27][CH:28]=[CH:29][CH:30]=2)=[CH:22][CH:21]=1)=[C:18]=[O:19].[C:31](Cl)(=[O:36])[CH2:32][C:33](Cl)=[O:34]. The catalyst is C(Cl)(Cl)Cl. The yield is 0.170. (6) The reactants are [H-].[Al+3].[Li+].[H-].[H-].[H-].[NH:7]1[C:13](=O)[CH2:12][CH2:11][CH2:10][C:9]2[CH:15]=[CH:16][CH:17]=[CH:18][C:8]1=2.O.[OH-].[Na+]. The catalyst is O1CCCC1. The product is [NH:7]1[CH2:13][CH2:12][CH2:11][CH2:10][C:9]2[CH:15]=[CH:16][CH:17]=[CH:18][C:8]1=2. The yield is 0.850. (7) The reactants are [CH2:1]([CH:3]([C:6]1[C:7]2[N:8]([CH:13]=[C:14]([CH3:16])[N:15]=2)[N:9]=[C:10]([CH3:12])[CH:11]=1)[CH2:4][CH3:5])[CH3:2].Br[C:18]1[S:22][C:21]([C:23]2[N:27]([CH2:28][C:29]([F:32])([F:31])[F:30])[N:26]=[CH:25][N:24]=2)=[CH:20][C:19]=1[Cl:33].CC([O-])=O.[K+]. The catalyst is CCCC[N+](CCCC)(CCCC)CCCC.[Br-].CC([O-])=O.CC([O-])=O.[Pd+2].C(OP(OCC(Br)CBr)(OCC(Br)CBr)=O)C(Br)CBr.CN1C(=O)CCC1. The product is [Cl:33][C:19]1[CH:20]=[C:21]([C:23]2[N:27]([CH2:28][C:29]([F:31])([F:30])[F:32])[N:26]=[CH:25][N:24]=2)[S:22][C:18]=1[C:13]1[N:8]2[N:9]=[C:10]([CH3:12])[CH:11]=[C:6]([CH:3]([CH2:4][CH3:5])[CH2:1][CH3:2])[C:7]2=[N:15][C:14]=1[CH3:16]. The yield is 0.780. (8) The reactants are [C:1]([C:3]1[CH:4]=[C:5]([CH:8]=[CH:9][C:10]=1[F:11])[CH:6]=[O:7])#[N:2].[OH:12]P([O-])(O)=O.[K+].Cl([O-])=O.[Na+].O=O.S([O-])([O-])=O.[Na+].[Na+]. The catalyst is CC#N.O.OO. The product is [C:1]([C:3]1[CH:4]=[C:5]([CH:8]=[CH:9][C:10]=1[F:11])[C:6]([OH:12])=[O:7])#[N:2]. The yield is 0.970. (9) The reactants are [CH3:1][O:2][C:3](=[O:14])[C:4]1[CH:9]=[CH:8][C:7]([CH:10]([F:12])[F:11])=[CH:6][C:5]=1[NH2:13].[I:15]I. The catalyst is CCO.[O-]S([O-])(=O)=O.[Ag+].[Ag+]. The product is [CH3:1][O:2][C:3](=[O:14])[C:4]1[CH:9]=[C:8]([I:15])[C:7]([CH:10]([F:12])[F:11])=[CH:6][C:5]=1[NH2:13]. The yield is 0.900. (10) The reactants are [Br:1][C:2]1[CH:10]=[CH:9][CH:8]=[C:7]2[C:3]=1[CH2:4][CH2:5][CH:6]2O.S(=O)(=O)(O)O. The catalyst is O. The product is [Br:1][C:2]1[CH:10]=[CH:9][CH:8]=[C:7]2[C:3]=1[CH:4]=[CH:5][CH2:6]2. The yield is 0.690.